Dataset: Reaction yield outcomes from USPTO patents with 853,638 reactions. Task: Predict the reaction yield, written as a fraction of the theoretical maximum amount of product (1.0 means a 100% yield; for example, 0.34 means a 34% yield). (1) The reactants are [CH2:1]([C@@:5]1([CH2:31][CH3:32])[NH:11][C@H:10]([C:12]2[CH:17]=[CH:16][CH:15]=[CH:14][CH:13]=2)[C:9]2[CH:18]=[C:19]([O:27][CH3:28])[C:20]([CH2:22][CH2:23][C:24](O)=[O:25])=[CH:21][C:8]=2[S:7](=[O:30])(=[O:29])[CH2:6]1)[CH2:2][CH2:3][CH3:4]. The catalyst is C1COCC1. The product is [CH2:1]([C@@:5]1([CH2:31][CH3:32])[NH:11][C@H:10]([C:12]2[CH:13]=[CH:14][CH:15]=[CH:16][CH:17]=2)[C:9]2[CH:18]=[C:19]([O:27][CH3:28])[C:20]([CH2:22][CH2:23][CH2:24][OH:25])=[CH:21][C:8]=2[S:7](=[O:29])(=[O:30])[CH2:6]1)[CH2:2][CH2:3][CH3:4]. The yield is 0.940. (2) The reactants are C([O:4][C:5]1[CH:29]=[C:28]([CH3:30])[CH:27]=[CH:26][C:6]=1[C:7]([NH:9][C:10]1[C:11]([C:16]([NH:18][C:19]2[CH:24]=[CH:23][C:22]([Cl:25])=[CH:21][N:20]=2)=[O:17])=[N:12][CH:13]=[CH:14][CH:15]=1)=[S:8])(=O)C.C1COCC1.CO.C([O-])([O-])=O.[Na+].[Na+]. The catalyst is ClCCl.Cl. The product is [Cl:25][C:22]1[CH:23]=[CH:24][C:19]([NH:18][C:16]([C:11]2[C:10]([NH:9][C:7](=[S:8])[C:6]3[CH:26]=[CH:27][C:28]([CH3:30])=[CH:29][C:5]=3[OH:4])=[CH:15][CH:14]=[CH:13][N:12]=2)=[O:17])=[N:20][CH:21]=1. The yield is 0.800. (3) The reactants are C(N(C(C)C)CC)(C)C.Cl.[O:11]=[C:12]1[CH:17]([N:18]2[C:26](=[O:27])[C:25]3[C:20](=[CH:21][CH:22]=[CH:23][C:24]=3[CH2:28][NH:29][CH3:30])[C:19]2=[O:31])[CH2:16][CH2:15][C:14](=[O:32])[NH:13]1.[Cl:33][C:34]1[CH:35]=[C:36]([N:41]=[C:42]=[O:43])[CH:37]=[CH:38][C:39]=1[Cl:40]. The catalyst is C(Cl)Cl. The product is [Cl:33][C:34]1[CH:35]=[C:36]([NH:41][C:42](=[O:43])[N:29]([CH2:28][C:24]2[CH:23]=[CH:22][CH:21]=[C:20]3[C:25]=2[C:26](=[O:27])[N:18]([CH:17]2[CH2:16][CH2:15][C:14](=[O:32])[NH:13][C:12]2=[O:11])[C:19]3=[O:31])[CH3:30])[CH:37]=[CH:38][C:39]=1[Cl:40]. The yield is 0.890. (4) The reactants are [NH2:1][C:2]([CH2:7][OH:8])([CH2:5][OH:6])[CH2:3][OH:4].C(OC(O[C:20]([CH3:23])([CH3:22])[CH3:21])=O)(O[C:20]([CH3:23])([CH3:22])[CH3:21])=O.[CH3:24][OH:25]. The catalyst is O. The product is [OH:4][CH2:3][C:2]([NH:1][C:24](=[O:25])[C:20]([CH3:21])([CH3:22])[CH3:23])([CH2:7][OH:8])[CH2:5][OH:6]. The yield is 1.00. (5) The reactants are Cl[C:2](Cl)([O:4]C(=O)OC(Cl)(Cl)Cl)Cl.[NH2:13][C:14]1[CH:19]=[CH:18][C:17]([N:20]2[C:24](=[O:25])[C:23]3=[CH:26][C:27]([Cl:30])=[CH:28][CH:29]=[C:22]3[C:21]2=[O:31])=[C:16]([CH3:32])[CH:15]=1.[Cl:33][C:34]1[S:38][C:37]([CH2:39][NH2:40])=[CH:36][CH:35]=1. The catalyst is C(Cl)Cl.C(N(CC)C(C)C)C.CCN(C(C)C)C(C)C. The product is [Cl:33][C:34]1[S:38][C:37]([CH2:39][NH:40][C:2]([NH:13][C:14]2[CH:19]=[CH:18][C:17]([N:20]3[C:24](=[O:25])[C:23]4[CH:26]=[C:27]([Cl:30])[CH:28]=[CH:29][C:22]=4[C:21]3=[O:31])=[C:16]([CH3:32])[CH:15]=2)=[O:4])=[CH:36][CH:35]=1. The yield is 0.200. (6) The reactants are CN(C(ON1N=NC2C=CC=NC1=2)=[N+](C)C)C.F[P-](F)(F)(F)(F)F.CN1CCOCC1.[NH2:32][CH2:33][CH2:34][O:35][C:36]1[CH:44]=[C:43]([Cl:45])[CH:42]=[C:41]([F:46])[C:37]=1[C:38](O)=[O:39]. The catalyst is CN(C)C=O. The product is [Cl:45][C:43]1[CH:42]=[C:41]([F:46])[C:37]2[C:38](=[O:39])[NH:32][CH2:33][CH2:34][O:35][C:36]=2[CH:44]=1. The yield is 0.460. (7) The reactants are [CH3:1][O:2][C:3]1[C:12]([C:13]([O:15]CC)=[O:14])=[C:11]([O:18][CH3:19])[C:10]2[C:5](=[CH:6][CH:7]=[CH:8][CH:9]=2)[N:4]=1.Cl. The catalyst is [OH-].[Na+]. The product is [CH3:1][O:2][C:3]1[C:12]([C:13]([OH:15])=[O:14])=[C:11]([O:18][CH3:19])[C:10]2[C:5](=[CH:6][CH:7]=[CH:8][CH:9]=2)[N:4]=1. The yield is 0.500.